Dataset: M1 muscarinic receptor antagonist screen with 61,756 compounds. Task: Binary Classification. Given a drug SMILES string, predict its activity (active/inactive) in a high-throughput screening assay against a specified biological target. (1) The compound is O(CCN1C(=O)c2c(nccc2)C1=O)C(=O)C. The result is 0 (inactive). (2) The drug is S(=O)(=O)(NCC)c1ccc(NC(=O)Nc2cc(OC)ccc2)cc1. The result is 0 (inactive). (3) The compound is S(=O)(=O)(N1CCC(CC1)c1onc(n1)c1sccc1)Cc1ccccc1. The result is 0 (inactive). (4) The compound is S1CCn2c3c(nc2C1)cc(NC(=O)c1ccc(cc1)C)cc3. The result is 0 (inactive). (5) The drug is O(c1cc2CCCc2cc1)CC(=O)N1CCc2c1cccc2. The result is 0 (inactive). (6) The compound is O(CC(=O)N1C(Cc2c1cccc2)C)C(=O)c1oc2c(c1COC)cccc2. The result is 0 (inactive). (7) The drug is o1c(C(=O)Nc2cc3[nH]c(nc3cc2)c2cccnc2)ccc1. The result is 0 (inactive).